Dataset: Experimentally validated miRNA-target interactions with 360,000+ pairs, plus equal number of negative samples. Task: Binary Classification. Given a miRNA mature sequence and a target amino acid sequence, predict their likelihood of interaction. (1) The miRNA is hsa-miR-1181 with sequence CCGUCGCCGCCACCCGAGCCG. The protein sequence of the target gene is MDEGTGLQPGAGEQLEAPATAEAVQERCEPETLRSKSLPVLSSASCRPSLSPTSGDANPAFGCVDSSGHQELKQGPNPLAPSPSAPSTSAGLGDCNHRVDLSKTFSVSSALAMLQERRCLYVVLTDSRCFLVCMCFLTFIQALMVSGYLSSVITTIERRYSLKSSESGLLVSCFDIGNLVVVVFVSYFGGRGRRPLWLAVGGLLIAFGAALFALPHFISPPYQIQELNASAPNDGLCQGGNSTATLEPPACPKDSGGNNHWVYVALFICAQILIGMGSTPIYTLGPTYLDDNVKKENSSL.... Result: 0 (no interaction). (2) The miRNA is mmu-miR-199a-5p with sequence CCCAGUGUUCAGACUACCUGUUC. The protein sequence of the target gene is MSGFLEELLGEKLVTGGGEEVDVHSLGARGISLLGLYFGCSLSAPCAQLSASLAAFYGRLRGDAAAGPGPGAGAGAAAEPEPRRRLEIVFVSSDQDQRQWQDFVRDMPWLALPYKEKHRKLKLWNKYRISNIPSLIFLDATTGKVVCRNGLLVIRDDPEGLEFPWGPKPFREVIAGPLLRNNGQSLESSSLEGSHVGVYFSAHWCPPCRSLTRVLVESYRKIKEAGQNFEIIFVSADRSEESFKQYFSEMPWLAVPYTDEARRSRLNRLYGIQGIPTLIMLDPQGEVITRQGRVEVLNDE.... Result: 0 (no interaction). (3) The miRNA is mmu-miR-467g with sequence UAUACAUACACACACAUAUAU. The protein sequence of the target gene is MEVEEAFQAVGEMGLYQMYLCFLLAVLLQLYVATEAILIALIGATPAYHWDMADLLPNQSHSNQTLGKGQAFGDWLLTANGSEIHKHVHFSNSFTSIASEWFLIANRSYKVSAASSSFFSGVFVGVISFGQLSDRFGRRKVYLTGFALDILFAVANGFSPSYEFFAVTRFLVGMMNGGMSLVAFVLLNECVGTAYWALAGSIGGLFFAVGIAQYALLGYFIRSWRTLAVLVNLQGTLVFLLSLFIPESPRWLYSQGRLSEAEEALYFIAKRNRKLKCTFSLTHPANRSYRATGSFLDLFR.... Result: 1 (interaction).